This data is from Peptide-MHC class I binding affinity with 185,985 pairs from IEDB/IMGT. The task is: Regression. Given a peptide amino acid sequence and an MHC pseudo amino acid sequence, predict their binding affinity value. This is MHC class I binding data. (1) The peptide sequence is STELIRRVRR. The MHC is HLA-A11:01 with pseudo-sequence HLA-A11:01. The binding affinity (normalized) is 0.392. (2) The binding affinity (normalized) is 0.728. The MHC is HLA-A31:01 with pseudo-sequence HLA-A31:01. The peptide sequence is SSMVNGVVR. (3) The peptide sequence is DEEDDDLVG. The MHC is Mamu-B8701 with pseudo-sequence Mamu-B8701. The binding affinity (normalized) is 0. (4) The peptide sequence is ATRAVMMGL. The MHC is HLA-A02:01 with pseudo-sequence HLA-A02:01. The binding affinity (normalized) is 0.0847. (5) The peptide sequence is RKVCYNAVL. The MHC is H-2-Kb with pseudo-sequence H-2-Kb. The binding affinity (normalized) is 0. (6) The peptide sequence is KRSRQSGDL. The MHC is HLA-B27:05 with pseudo-sequence HLA-B27:05. The binding affinity (normalized) is 0.179. (7) The peptide sequence is KIKSSNSSK. The MHC is HLA-A30:01 with pseudo-sequence HLA-A30:01. The binding affinity (normalized) is 0.752. (8) The peptide sequence is TLLVDLLWL. The MHC is HLA-B51:01 with pseudo-sequence HLA-B51:01. The binding affinity (normalized) is 0. (9) The peptide sequence is TLASIGTAF. The MHC is BoLA-AW10 with pseudo-sequence BoLA-AW10. The binding affinity (normalized) is 0.0641.